Dataset: Forward reaction prediction with 1.9M reactions from USPTO patents (1976-2016). Task: Predict the product of the given reaction. Given the reactants [SH:1][C:2]1[CH:10]=[CH:9][C:5]([C:6]([OH:8])=[O:7])=[CH:4][CH:3]=1.CCN(C(C)C)C(C)C.Br[CH2:21][CH2:22][CH2:23][CH2:24][CH2:25][CH2:26][CH2:27][CH2:28][CH2:29][C:30]([O:32][CH3:33])=[O:31].Cl.[Na+].[Cl-], predict the reaction product. The product is: [CH3:33][O:32][C:30]([CH2:29][CH2:28][CH2:27][CH2:26][CH2:25][CH2:24][CH2:23][CH2:22][CH2:21][S:1][C:2]1[CH:10]=[CH:9][C:5]([C:6]([OH:8])=[O:7])=[CH:4][CH:3]=1)=[O:31].